Dataset: Reaction yield outcomes from USPTO patents with 853,638 reactions. Task: Predict the reaction yield, written as a fraction of the theoretical maximum amount of product (1.0 means a 100% yield; for example, 0.34 means a 34% yield). (1) The reactants are [BH4-].[Na+].[Br:3][C:4]1[CH:5]=[C:6]2[C:11](=[CH:12][CH:13]=1)[CH2:10][O:9][CH2:8][C:7]2=[O:14]. The catalyst is C(O)C. The product is [Br:3][C:4]1[CH:5]=[C:6]2[C:11](=[CH:12][CH:13]=1)[CH2:10][O:9][CH2:8][CH:7]2[OH:14]. The yield is 0.950. (2) The reactants are C(N(C(C)C)CC)(C)C.[NH2:10][C:11]1[CH:26]=[CH:25][C:24]([Cl:27])=[CH:23][C:12]=1[C:13]([NH:15][CH2:16][CH:17]1[CH2:22][CH2:21][CH2:20][CH2:19][CH2:18]1)=[O:14].[CH3:28][C:29]1[C:37]([CH3:38])=[CH:36][CH:35]=[CH:34][C:30]=1[C:31](Cl)=[O:32]. No catalyst specified. The product is [Cl:27][C:24]1[CH:25]=[CH:26][C:11]([NH:10][C:31](=[O:32])[C:30]2[CH:34]=[CH:35][CH:36]=[C:37]([CH3:38])[C:29]=2[CH3:28])=[C:12]([C:13]([NH:15][CH2:16][CH:17]2[CH2:22][CH2:21][CH2:20][CH2:19][CH2:18]2)=[O:14])[CH:23]=1. The yield is 0.300. (3) The reactants are [I-].[Na+].Cl[Si](Cl)(C)C.[Cl:8][C:9]1[C:10]2[N:11]([C:15]([CH:21](O)[C:22]3[CH:41]=[CH:40][C:25]4/[C:26](=[C:36](/[CH3:39])\[C:37]#[N:38])/[C:27]5[CH:34]=[CH:33][C:32]([F:35])=[CH:31][C:28]=5[O:29][CH2:30][C:24]=4[CH:23]=3)=[C:16]([CH:18]3[CH2:20][CH2:19]3)[N:17]=2)[CH:12]=[CH:13][CH:14]=1.S([O-])([O-])(=O)=S.[Na+].[Na+].C(=O)([O-])O.[Na+]. The catalyst is ClCCl.CC(C)=O. The product is [Cl:8][C:9]1[C:10]2[N:11]([C:15]([CH2:21][C:22]3[CH:41]=[CH:40][C:25]4/[C:26](=[C:36](/[CH3:39])\[C:37]#[N:38])/[C:27]5[CH:34]=[CH:33][C:32]([F:35])=[CH:31][C:28]=5[O:29][CH2:30][C:24]=4[CH:23]=3)=[C:16]([CH:18]3[CH2:20][CH2:19]3)[N:17]=2)[CH:12]=[CH:13][CH:14]=1. The yield is 0.970. (4) The reactants are [C:1]([C:3]1[CH:4]=[C:5]([C:13]2[S:17][C:16]([C:18]3[CH:27]=[CH:26][CH:25]=[C:24]4[C:19]=3[CH2:20][CH2:21][CH2:22][C@H:23]4[NH:28][S:29]([CH2:32][C:33](OC)=[O:34])(=[O:31])=[O:30])=[N:15][N:14]=2)[CH:6]=[CH:7][C:8]=1[O:9][CH:10]([CH3:12])[CH3:11])#[N:2].[BH4-].[Na+].CO. The catalyst is C1COCC1. The product is [C:1]([C:3]1[CH:4]=[C:5]([C:13]2[S:17][C:16]([C:18]3[CH:27]=[CH:26][CH:25]=[C:24]4[C:19]=3[CH2:20][CH2:21][CH2:22][C@H:23]4[NH:28][S:29]([CH2:32][CH2:33][OH:34])(=[O:30])=[O:31])=[N:15][N:14]=2)[CH:6]=[CH:7][C:8]=1[O:9][CH:10]([CH3:12])[CH3:11])#[N:2]. The yield is 0.220. (5) The reactants are [Cl-].O[NH3+:3].[C:4](=[O:7])([O-])[OH:5].[Na+].CS(C)=O.[CH:13]1([C:16]2[S:48][C:19]3[N:20]([CH2:33][C:34]4[CH:39]=[CH:38][C:37]([C:40]5[C:41]([C:46]#[N:47])=[CH:42][CH:43]=[CH:44][CH:45]=5)=[CH:36][CH:35]=4)[C:21](=[O:32])[N:22]([CH2:25][CH:26]([OH:31])[C:27]([CH3:30])([CH3:29])[CH3:28])[C:23](=[O:24])[C:18]=3[CH:17]=2)[CH2:15][CH2:14]1. The catalyst is O.C(OCC)(=O)C. The product is [CH:13]1([C:16]2[S:48][C:19]3[N:20]([CH2:33][C:34]4[CH:35]=[CH:36][C:37]([C:40]5[CH:45]=[CH:44][CH:43]=[CH:42][C:41]=5[C:46]5[NH:3][C:4](=[O:7])[O:5][N:47]=5)=[CH:38][CH:39]=4)[C:21](=[O:32])[N:22]([CH2:25][CH:26]([OH:31])[C:27]([CH3:28])([CH3:30])[CH3:29])[C:23](=[O:24])[C:18]=3[CH:17]=2)[CH2:15][CH2:14]1. The yield is 0.580. (6) The reactants are [S:1]1(=[O:12])[C:7]2[CH:8]=[CH:9][CH:10]=[CH:11][C:6]=2[CH2:5][CH2:4][CH2:3][CH2:2]1.ClC1C=C(C=CC=1)C(OO)=[O:18].[O-]S([O-])=O.[Na+].[Na+].C([O-])(O)=O.[Na+]. The catalyst is C(Cl)Cl. The product is [S:1]1(=[O:18])(=[O:12])[C:7]2[CH:8]=[CH:9][CH:10]=[CH:11][C:6]=2[CH2:5][CH2:4][CH2:3][CH2:2]1. The yield is 0.975. (7) The reactants are [CH3:1][S:2]([NH:5][CH2:6][C:7]1[C:15]2[S:14](=[O:17])(=[O:16])[N:13]=[C:12]([CH2:18][C:19]([OH:21])=O)[NH:11][C:10]=2[S:9][CH:8]=1)(=[O:4])=[O:3].F[P-](F)(F)(F)(F)F.N1(OC(N(C)C)=[N+](C)C)C2N=CC=CC=2N=N1.CN1CCOCC1.C[O:54][C:55](=O)[CH2:56][CH:57]([CH:67]1[CH2:70][CH2:69][CH2:68]1)[NH:58][CH2:59][C:60]1[CH:65]=[CH:64][C:63]([F:66])=[CH:62][CH:61]=1.[O-]CC.[Na+].C(O)C. The catalyst is CN(C)C=O. The product is [CH:67]1([CH:57]2[N:58]([CH2:59][C:60]3[CH:65]=[CH:64][C:63]([F:66])=[CH:62][CH:61]=3)[C:19](=[O:21])[C:18]([C:12]3[NH:11][C:10]4[S:9][CH:8]=[C:7]([CH2:6][NH:5][S:2]([CH3:1])(=[O:3])=[O:4])[C:15]=4[S:14](=[O:16])(=[O:17])[N:13]=3)=[C:55]([OH:54])[CH2:56]2)[CH2:70][CH2:69][CH2:68]1. The yield is 0.310. (8) The reactants are [Br:1][C:2]1[CH:10]=[C:9]2[C:5]([CH:6]=[CH:7][NH:8]2)=[CH:4][CH:3]=1.[H-].[Na+].[H][H].[CH2:15](Br)[CH:16]=[CH2:17]. The catalyst is CN(C=O)C. The product is [CH2:17]([N:8]1[C:9]2[C:5](=[CH:4][CH:3]=[C:2]([Br:1])[CH:10]=2)[CH:6]=[CH:7]1)[CH:16]=[CH2:15]. The yield is 0.980.